From a dataset of Catalyst prediction with 721,799 reactions and 888 catalyst types from USPTO. Predict which catalyst facilitates the given reaction. (1) Reactant: [C-:1]#[N:2].[K+].F[C:5]1[CH:10]=[CH:9][C:8](/[CH:11]=[CH:12]/[C:13]([O:15][C:16]([CH3:19])([CH3:18])[CH3:17])=[O:14])=[CH:7][C:6]=1[N+:20]([O-:22])=[O:21]. Product: [C:1]([C:5]1[CH:10]=[CH:9][C:8](/[CH:11]=[CH:12]/[C:13]([O:15][C:16]([CH3:19])([CH3:18])[CH3:17])=[O:14])=[CH:7][C:6]=1[N+:20]([O-:22])=[O:21])#[N:2]. The catalyst class is: 3. (2) Reactant: [Cl:1][C:2]1[CH:7]=[CH:6][C:5](/[CH:8]=[CH:9]/[C:10]([OH:12])=O)=[C:4]([CH2:13][N:14]2[N:18]=[N:17][C:16]([CH3:19])=[N:15]2)[CH:3]=1.[F:20][C:21]([F:36])([F:35])[C:22]1[CH:23]=[N:24][N:25]([CH2:27][C:28]2([OH:34])[CH2:33][CH2:32][NH:31][CH2:30][CH2:29]2)[CH:26]=1.CCN(C(C)C)C(C)C.C(P1(=O)OP(CCC)(=O)OP(CCC)(=O)O1)CC. Product: [Cl:1][C:2]1[CH:7]=[CH:6][C:5](/[CH:8]=[CH:9]/[C:10]([N:31]2[CH2:32][CH2:33][C:28]([OH:34])([CH2:27][N:25]3[CH:26]=[C:22]([C:21]([F:35])([F:36])[F:20])[CH:23]=[N:24]3)[CH2:29][CH2:30]2)=[O:12])=[C:4]([CH2:13][N:14]2[N:18]=[N:17][C:16]([CH3:19])=[N:15]2)[CH:3]=1. The catalyst class is: 3. (3) Reactant: [CH:1]([O:4][C:5]1[C:14]([O:15][CH3:16])=[CH:13][CH:12]=[C:11]2[C:6]=1[CH2:7][CH2:8][CH2:9][CH2:10]2)([CH3:3])[CH3:2].O.[O:18]1CCOCC1. Product: [CH:1]([O:4][C:5]1[C:14]([O:15][CH3:16])=[CH:13][CH:12]=[C:11]2[C:6]=1[CH2:7][CH2:8][CH2:9][C:10]2=[O:18])([CH3:3])[CH3:2]. The catalyst class is: 12.